Dataset: Reaction yield outcomes from USPTO patents with 853,638 reactions. Task: Predict the reaction yield, written as a fraction of the theoretical maximum amount of product (1.0 means a 100% yield; for example, 0.34 means a 34% yield). (1) The reactants are Cl[C:2]([F:7])([F:6])C([O-])=O.[Na+].[OH:9][C:10]1[CH:21]=[C:20]([O:22][CH:23]([CH3:25])[CH3:24])[CH:19]=[CH:18][C:11]=1[C:12]([O:14][CH:15]([CH3:17])[CH3:16])=[O:13]. The catalyst is O.CN(C=O)C.CCOC(C)=O. The product is [F:6][CH:2]([F:7])[O:9][C:10]1[CH:21]=[C:20]([O:22][CH:23]([CH3:25])[CH3:24])[CH:19]=[CH:18][C:11]=1[C:12]([O:14][CH:15]([CH3:17])[CH3:16])=[O:13]. The yield is 0.0800. (2) The reactants are [OH:1][C:2]1[C:3](=[O:29])[C:4]([C:18]2[N:22]([C:23]3[CH:28]=[CH:27][CH:26]=[CH:25][CH:24]=3)[N:21]=[CH:20][CH:19]=2)=[N:5][N:6]([C:8]2[CH:13]=[CH:12][CH:11]=[C:10]([C:14]([F:17])([F:16])[F:15])[CH:9]=2)[CH:7]=1.I[CH:31]([CH3:33])[CH3:32].C([O-])([O-])=O.[K+].[K+].O. The catalyst is CN(C=O)C. The product is [CH3:32][CH:31]([O:1][C:2]1[C:3](=[O:29])[C:4]([C:18]2[N:22]([C:23]3[CH:24]=[CH:25][CH:26]=[CH:27][CH:28]=3)[N:21]=[CH:20][CH:19]=2)=[N:5][N:6]([C:8]2[CH:13]=[CH:12][CH:11]=[C:10]([C:14]([F:16])([F:15])[F:17])[CH:9]=2)[CH:7]=1)[CH3:33]. The yield is 0.720.